Dataset: Full USPTO retrosynthesis dataset with 1.9M reactions from patents (1976-2016). Task: Predict the reactants needed to synthesize the given product. (1) The reactants are: Br[C:2]1[CH:3]=[CH:4][C:5]2[NH:15][C:14](=[O:16])[O:13][C:8]3([CH2:12][CH2:11][CH2:10][CH2:9]3)[C:6]=2[CH:7]=1.[Cl:17][C:18]1[CH:19]=[C:20](B(O)O)[CH:21]=[CH:22][CH:23]=1. Given the product [Cl:17][C:18]1[CH:23]=[C:22]([C:2]2[CH:3]=[CH:4][C:5]3[NH:15][C:14](=[O:16])[O:13][C:8]4([CH2:12][CH2:11][CH2:10][CH2:9]4)[C:6]=3[CH:7]=2)[CH:21]=[CH:20][CH:19]=1, predict the reactants needed to synthesize it. (2) Given the product [Cl:3][C:4]1[N:9]=[C:8]([N:10]2[CH2:11][CH2:12][O:13][CH2:14][CH2:15]2)[CH:7]=[C:6]([C:16]2([S:17]([CH:20]3[CH2:21][CH2:22]3)(=[O:19])=[O:18])[CH2:28][CH2:27][O:26][CH2:25][CH2:24]2)[N:5]=1, predict the reactants needed to synthesize it. The reactants are: [OH-].[Na+].[Cl:3][C:4]1[N:9]=[C:8]([N:10]2[CH2:15][CH2:14][O:13][CH2:12][CH2:11]2)[CH:7]=[C:6]([CH2:16][S:17]([CH:20]2[CH2:22][CH2:21]2)(=[O:19])=[O:18])[N:5]=1.Br[CH2:24][CH2:25][O:26][CH2:27][CH2:28]Br. (3) Given the product [CH3:22][C:17]1[NH:18][C:19]2[C:15]([CH:16]=1)=[CH:14][C:13]([O:12][C:6]1[C:5]3[C:10](=[CH:11][C:2]([O:1][CH2:32][CH2:31][CH2:30][N:27]4[CH2:26][CH2:25][S:24](=[O:34])(=[O:23])[CH2:29][CH2:28]4)=[CH:3][CH:4]=3)[N:9]=[CH:8][N:7]=1)=[CH:21][CH:20]=2, predict the reactants needed to synthesize it. The reactants are: [OH:1][C:2]1[CH:11]=[C:10]2[C:5]([C:6]([O:12][C:13]3[CH:14]=[C:15]4[C:19](=[CH:20][CH:21]=3)[NH:18][C:17]([CH3:22])=[CH:16]4)=[N:7][CH:8]=[N:9]2)=[CH:4][CH:3]=1.[O:23]=[S:24]1(=[O:34])[CH2:29][CH2:28][N:27]([CH2:30][CH2:31][CH2:32]O)[CH2:26][CH2:25]1. (4) Given the product [C:1]([N:5]1[CH2:43][CH2:42][CH2:41][CH2:40][C:8]2[C:9]([C:35]3[S:36][CH:37]=[CH:38][CH:39]=3)=[C:10]3[C:19]4[CH:18]=[C:17]([N:20]5[CH:24]=[C:23]([CH2:25][C@H:26]([OH:27])[CH2:30][OH:29])[N:22]=[N:21]5)[C:16]([O:33][CH3:34])=[CH:15][C:14]=4[CH2:13][CH2:12][N:11]3[C:7]=2[C:6]1=[O:44])([CH3:4])([CH3:2])[CH3:3], predict the reactants needed to synthesize it. The reactants are: [C:1]([N:5]1[CH2:43][CH2:42][CH2:41][CH2:40][C:8]2[C:9]([C:35]3[S:36][CH:37]=[CH:38][CH:39]=3)=[C:10]3[C:19]4[CH:18]=[C:17]([N:20]5[CH:24]=[C:23]([CH2:25][C@H:26]6[CH2:30][O:29]C(C)(C)[O:27]6)[N:22]=[N:21]5)[C:16]([O:33][CH3:34])=[CH:15][C:14]=4[CH2:13][CH2:12][N:11]3[C:7]=2[C:6]1=[O:44])([CH3:4])([CH3:3])[CH3:2].[NH4+].[OH-]. (5) The reactants are: [CH3:1][C:2]1[CH:7]=[CH:6][C:5]([NH:8][C:9](=[O:24])[C:10]2[CH:15]=[CH:14][C:13]([CH2:16][N:17]3[CH2:22][CH2:21][N:20]([CH3:23])[CH2:19][CH2:18]3)=[CH:12][CH:11]=2)=[CH:4][C:3]=1[N+:25]([O-])=O.C([O-])=O.[K+]. Given the product [NH2:25][C:3]1[CH:4]=[C:5]([NH:8][C:9](=[O:24])[C:10]2[CH:11]=[CH:12][C:13]([CH2:16][N:17]3[CH2:18][CH2:19][N:20]([CH3:23])[CH2:21][CH2:22]3)=[CH:14][CH:15]=2)[CH:6]=[CH:7][C:2]=1[CH3:1], predict the reactants needed to synthesize it.